Task: Predict which catalyst facilitates the given reaction.. Dataset: Catalyst prediction with 721,799 reactions and 888 catalyst types from USPTO (1) Reactant: Cl[C:2]1[N:9]=[CH:8][CH:7]=[C:6]([CH3:10])[C:3]=1[C:4]#[N:5].C([O-])(=O)C.[Na+].O.[NH2:17][NH2:18].Cl. Product: [CH3:10][C:6]1[CH:7]=[CH:8][N:9]=[C:2]2[NH:17][N:18]=[C:4]([NH2:5])[C:3]=12. The catalyst class is: 228. (2) Reactant: [CH3:1][O:2][C:3]1[CH:27]=[CH:26][C:6]([CH2:7][N:8]2[CH:12]=[C:11]([C:13]([O:15][CH2:16][CH3:17])=[O:14])[C:10]([NH:18][CH2:19][C:20]3[CH:24]=[CH:23][N:22]([CH3:25])[N:21]=3)=[N:9]2)=[CH:5][CH:4]=1.[H-].[Na+].Br[CH2:31][CH:32]=[CH2:33]. Product: [CH2:33]([N:18]([CH2:19][C:20]1[CH:24]=[CH:23][N:22]([CH3:25])[N:21]=1)[C:10]1[C:11]([C:13]([O:15][CH2:16][CH3:17])=[O:14])=[CH:12][N:8]([CH2:7][C:6]2[CH:5]=[CH:4][C:3]([O:2][CH3:1])=[CH:27][CH:26]=2)[N:9]=1)[CH:32]=[CH2:31]. The catalyst class is: 118. (3) Reactant: C(O)(=O)C.C[Si]([C:9]#[C:10][C:11]1[CH:18]=[CH:17][C:14]([CH2:15][NH2:16])=[CH:13][CH:12]=1)(C)C.[CH3:19][O:20][C:21]1[CH:22]=[C:23]([CH2:31][CH2:32][C:33](O)=[O:34])[CH:24]=[CH:25][C:26]=1[O:27][CH2:28][C:29]#[CH:30].CCN=C=NCCCN(C)C.CN(C)C=O. Product: [C:10]([C:11]1[CH:18]=[CH:17][C:14]([CH2:15][NH:16][C:33](=[O:34])[CH2:32][CH2:31][C:23]2[CH:24]=[CH:25][C:26]([O:27][CH2:28][C:29]#[CH:30])=[C:21]([O:20][CH3:19])[CH:22]=2)=[CH:13][CH:12]=1)#[CH:9]. The catalyst class is: 6. (4) Reactant: [CH3:1][C:2]1([CH3:25])[CH2:7][N:6]([S:8]([C:11]2[C:16]([CH3:17])=[CH:15][C:14]([CH3:18])=[CH:13][C:12]=2[CH3:19])(=[O:10])=[O:9])[CH:5]([CH2:20][C:21](O)=[O:22])[C:4](=[O:24])[NH:3]1.[NH2:26][C@@H:27]1[CH2:36][CH2:35][CH2:34][C:33]2[CH:32]=[C:31]([CH2:37][OH:38])[CH:30]=[CH:29][C:28]1=2.CCN(C(C)C)C(C)C.CN(C(ON1N=NC2C=CC=NC1=2)=[N+](C)C)C.F[P-](F)(F)(F)(F)F. Product: [CH3:1][C:2]1([CH3:25])[CH2:7][N:6]([S:8]([C:11]2[C:16]([CH3:17])=[CH:15][C:14]([CH3:18])=[CH:13][C:12]=2[CH3:19])(=[O:10])=[O:9])[CH:5]([CH2:20][C:21]([NH:26][C@H:27]2[C:28]3[C:33](=[CH:32][C:31]([CH2:37][OH:38])=[CH:30][CH:29]=3)[CH2:34][CH2:35][CH2:36]2)=[O:22])[C:4](=[O:24])[NH:3]1. The catalyst class is: 25. (5) Reactant: Cl[CH:2]([C:7](=O)[CH2:8][CH3:9])[C:3]([O:5][CH3:6])=[O:4].[NH2:11][C:12]([NH2:14])=[S:13]. Product: [NH2:14][C:12]1[S:13][C:2]([C:3]([O:5][CH3:6])=[O:4])=[C:7]([CH2:8][CH3:9])[N:11]=1. The catalyst class is: 8. (6) Reactant: [F-].C([N+](CCCC)(CCCC)CCCC)CCC.C([Si](C(C)C)(C(C)C)[N:23]1[C:31]2[C:26](=[CH:27][CH:28]=[CH:29][CH:30]=2)[C:25]([CH2:32][C@H:33]([NH:37][CH2:38][CH2:39][CH3:40])[CH2:34][CH2:35][CH3:36])=[CH:24]1)(C)C.C(=O)([O-])O.[Na+].C(OCC)C. Product: [NH:23]1[C:31]2[C:26](=[CH:27][CH:28]=[CH:29][CH:30]=2)[C:25]([CH2:32][C@H:33]([NH:37][CH2:38][CH2:39][CH3:40])[CH2:34][CH2:35][CH3:36])=[CH:24]1. The catalyst class is: 7. (7) Reactant: [F:1][C:2]([F:15])([F:14])[C:3]([C:8]1[CH:13]=[CH:12][CH:11]=[CH:10][CH:9]=1)=[CH:4][C:5]([OH:7])=[O:6]. Product: [F:1][C:2]([F:14])([F:15])[CH:3]([C:8]1[CH:13]=[CH:12][CH:11]=[CH:10][CH:9]=1)[CH2:4][C:5]([OH:7])=[O:6]. The catalyst class is: 29.